Dataset: Full USPTO retrosynthesis dataset with 1.9M reactions from patents (1976-2016). Task: Predict the reactants needed to synthesize the given product. (1) Given the product [Br:1][C:2]1[C:3]([CH3:10])=[C:4]([C:5]([O:8][CH3:9])=[CH:6][CH:7]=1)[CH:11]=[O:12], predict the reactants needed to synthesize it. The reactants are: [Br:1][C:2]1[CH:7]=[CH:6][C:5]([O:8][CH3:9])=[CH:4][C:3]=1[CH3:10].[CH3:11][O:12]C(Cl)Cl.[Cl-].[NH4+]. (2) Given the product [Cl:1][C:2]1[CH:10]=[C:9]2[C:5]([C:6]([CH2:12][C:13]3[CH:18]=[CH:17][CH:16]=[C:15]([Cl:19])[CH:14]=3)([NH:20][C:21]3[CH:29]=[CH:28][CH:27]=[C:23]([C:24]([N:34]4[CH2:35][CH2:36][N:31]([CH3:30])[CH2:32][CH2:33]4)=[O:25])[CH:22]=3)[C:7](=[O:11])[NH:8]2)=[CH:4][CH:3]=1, predict the reactants needed to synthesize it. The reactants are: [Cl:1][C:2]1[CH:10]=[C:9]2[C:5]([C:6]([NH:20][C:21]3[CH:22]=[C:23]([CH:27]=[CH:28][CH:29]=3)[C:24](O)=[O:25])([CH2:12][C:13]3[CH:18]=[CH:17][CH:16]=[C:15]([Cl:19])[CH:14]=3)[C:7](=[O:11])[NH:8]2)=[CH:4][CH:3]=1.[CH3:30][N:31]1[CH2:36][CH2:35][NH:34][CH2:33][CH2:32]1.CCN=C=NCCCN(C)C.Cl. (3) Given the product [F:1][C:2]1[CH:3]=[CH:4][C:5]2[CH2:12][CH2:11][N:10]([CH3:13])[CH2:9][CH2:8][N:7]([NH2:15])[C:6]=2[CH:14]=1, predict the reactants needed to synthesize it. The reactants are: [F:1][C:2]1[CH:3]=[CH:4][C:5]2[CH2:12][CH2:11][N:10]([CH3:13])[CH2:9][CH2:8][NH:7][C:6]=2[CH:14]=1.[N:15]([O-])=O.[Na+].C(=O)(O)[O-].[Na+].[H-].[Al+3].[Li+].[H-].[H-].[H-]. (4) Given the product [Cl:16][C:17]1[CH:22]=[CH:21][C:20]([C:2]2[S:3][C:4]([CH3:7])=[CH:5][CH:6]=2)=[CH:19][CH:18]=1, predict the reactants needed to synthesize it. The reactants are: Br[C:2]1[S:3][C:4]([CH3:7])=[CH:5][CH:6]=1.[O-]P([O-])([O-])=O.[K+].[K+].[K+].[Cl:16][C:17]1[CH:22]=[CH:21][C:20](B(O)O)=[CH:19][CH:18]=1. (5) Given the product [CH2:1]([S:8][C:21]1[CH:26]=[CH:25][CH:24]=[C:23]([C:27]([CH3:30])([CH3:29])[CH3:28])[N:22]=1)[C:2]1[CH:7]=[CH:6][CH:5]=[CH:4][CH:3]=1, predict the reactants needed to synthesize it. The reactants are: [CH2:1]([SH:8])[C:2]1[CH:7]=[CH:6][CH:5]=[CH:4][CH:3]=1.CC(C)([O-])C.[K+].O1CCCC1.Br[C:21]1[CH:26]=[CH:25][CH:24]=[C:23]([C:27]([CH3:30])([CH3:29])[CH3:28])[N:22]=1. (6) Given the product [N:9]1([C:13]([C:15]2[N:20]=[CH:19][C:18]([O:21][C:22]3[CH:23]=[C:24]([CH:28]=[C:29]([O:31][C@H:32]4[CH2:36][CH2:35][O:34][CH2:33]4)[CH:30]=3)[C:25]([NH:45][C:42]3[CH:43]=[CH:44][N:40]([CH:39]([F:46])[F:38])[N:41]=3)=[O:27])=[CH:17][CH:16]=2)=[O:14])[CH2:10][CH2:11][CH2:12]1, predict the reactants needed to synthesize it. The reactants are: ClC(N(C)C)=C(C)C.[N:9]1([C:13]([C:15]2[N:20]=[CH:19][C:18]([O:21][C:22]3[CH:23]=[C:24]([CH:28]=[C:29]([O:31][C@H:32]4[CH2:36][CH2:35][O:34][CH2:33]4)[CH:30]=3)[C:25]([OH:27])=O)=[CH:17][CH:16]=2)=[O:14])[CH2:12][CH2:11][CH2:10]1.Cl.[F:38][CH:39]([F:46])[N:40]1[CH:44]=[CH:43][C:42]([NH2:45])=[N:41]1.CCN(C(C)C)C(C)C.